From a dataset of Full USPTO retrosynthesis dataset with 1.9M reactions from patents (1976-2016). Predict the reactants needed to synthesize the given product. Given the product [F:1][CH2:2][CH2:3][CH2:4][C:5]1[CH:10]=[CH:9][C:8]([S:12]([Cl:11])(=[O:14])=[O:13])=[CH:7][CH:6]=1, predict the reactants needed to synthesize it. The reactants are: [F:1][CH2:2][CH2:3][CH2:4][C:5]1[CH:10]=[CH:9][CH:8]=[CH:7][CH:6]=1.[Cl:11][S:12](O)(=[O:14])=[O:13].P(Cl)(Cl)(Cl)(Cl)Cl.